Predict the reactants needed to synthesize the given product. From a dataset of Full USPTO retrosynthesis dataset with 1.9M reactions from patents (1976-2016). (1) The reactants are: [N+:1]([C:4]1[CH:5]=[C:6]([P:10](=[O:13])([OH:12])[OH:11])[CH:7]=[CH:8][CH:9]=1)([O-])=O. Given the product [NH2:1][C:4]1[CH:5]=[C:6]([P:10](=[O:11])([OH:13])[OH:12])[CH:7]=[CH:8][CH:9]=1, predict the reactants needed to synthesize it. (2) Given the product [C:11]([C:9]1[N:8]([CH2:15][CH:16]2[CH2:21][CH2:20][O:19][CH2:18][CH2:17]2)[C:5]2=[N:6][CH:7]=[C:2]([S:24][CH2:22][CH3:23])[CH:3]=[C:4]2[N:10]=1)([CH3:14])([CH3:13])[CH3:12], predict the reactants needed to synthesize it. The reactants are: Br[C:2]1[CH:3]=[C:4]2[N:10]=[C:9]([C:11]([CH3:14])([CH3:13])[CH3:12])[N:8]([CH2:15][CH:16]3[CH2:21][CH2:20][O:19][CH2:18][CH2:17]3)[C:5]2=[N:6][CH:7]=1.[CH2:22]([SH:24])[CH3:23]. (3) Given the product [ClH:11].[S:1]1[CH:5]=[CH:4][CH:3]=[C:2]1[C:6]1([CH2:9][NH2:10])[CH2:8][CH2:7]1, predict the reactants needed to synthesize it. The reactants are: [S:1]1[CH:5]=[CH:4][CH:3]=[C:2]1[C:6]1([C:9]#[N:10])[CH2:8][CH2:7]1.[ClH:11]. (4) Given the product [C:1]([O:5][C:6](=[O:29])[NH:7][C:8]([CH3:28])([CH3:27])[CH2:9][C:10]1[C:18]2[C:13](=[C:14]([CH:19]=[CH:30][C:32]3[CH:37]=[N:36][CH:35]=[CH:34][N:33]=3)[CH:15]=[CH:16][CH:17]=2)[NH:12][CH:11]=1)([CH3:4])([CH3:3])[CH3:2], predict the reactants needed to synthesize it. The reactants are: [C:1]([O:5][C:6](=[O:29])[NH:7][C:8]([CH3:28])([CH3:27])[CH2:9][C:10]1[C:18]2[C:13](=[C:14]([CH2:19]S(C(F)(F)F)(=O)=O)[CH:15]=[CH:16][CH:17]=2)[NH:12][CH:11]=1)([CH3:4])([CH3:3])[CH3:2].[CH:30]([C:32]1[CH:37]=[N:36][CH:35]=[CH:34][N:33]=1)=C. (5) Given the product [F:36][C:35]([F:38])([F:37])[C:33]([OH:44])=[O:39].[OH:1][C:2]1([C:16]2[S:17][C:18]([C:21]3[CH:26]=[C:25]([CH3:27])[CH:24]=[C:23]([NH:28][C:29]4[CH:34]=[C:33]([C:35]([F:36])([F:38])[F:37])[CH:32]=[CH:31][N:30]=4)[N:22]=3)=[CH:19][N:20]=2)[CH2:11][CH2:10][CH2:9][C:8]2[CH:7]=[C:6]([C:12]([OH:14])=[O:13])[CH:5]=[CH:4][C:3]1=2, predict the reactants needed to synthesize it. The reactants are: [OH:1][C:2]1([C:16]2[S:17][C:18]([C:21]3[CH:26]=[C:25]([CH3:27])[CH:24]=[C:23]([NH:28][C:29]4[CH:34]=[C:33]([C:35]([F:38])([F:37])[F:36])[CH:32]=[CH:31][N:30]=4)[N:22]=3)=[CH:19][N:20]=2)[CH2:11][CH2:10][CH2:9][C:8]2[CH:7]=[C:6]([C:12]([O:14]C)=[O:13])[CH:5]=[CH:4][C:3]1=2.[OH-:39].[K+].C1C[O:44]CC1. (6) Given the product [CH3:1][C:2]1[C:7](=[O:8])[C:6]([CH3:9])=[C:5]([CH3:10])[C:4](=[O:11])[C:3]=1[CH2:12][C:13]1[CH:14]=[CH:15][C:16]([OH:32])=[C:17]([CH:31]=1)[C:18]([NH:20][C:21]1[CH:22]=[CH:23][C:24]([C:27]([F:30])([F:28])[F:29])=[CH:25][CH:26]=1)=[O:19], predict the reactants needed to synthesize it. The reactants are: [CH3:1][C:2]1[C:7](=[O:8])[C:6]([CH3:9])=[C:5]([CH3:10])[C:4](=[O:11])[C:3]=1[CH2:12][C:13]1[CH:14]=[CH:15][C:16]([O:32]C(=O)C)=[C:17]([CH:31]=1)[C:18]([NH:20][C:21]1[CH:26]=[CH:25][C:24]([C:27]([F:30])([F:29])[F:28])=[CH:23][CH:22]=1)=[O:19].C(=O)([O-])O.[Na+]. (7) Given the product [CH3:1][O:2][C:3]1[CH:8]=[CH:7][C:6]([C:9]2[C:17]3[O:16][CH:15]([CH2:18][NH:37][CH3:36])[CH2:14][C:13]=3[CH:12]=[C:11]([C:30]3[CH:35]=[CH:34][CH:33]=[CH:32][CH:31]=3)[CH:10]=2)=[CH:5][CH:4]=1, predict the reactants needed to synthesize it. The reactants are: [CH3:1][O:2][C:3]1[CH:8]=[CH:7][C:6]([C:9]2[C:17]3[O:16][CH:15]([CH2:18]OS(C4C=CC(C)=CC=4)(=O)=O)[CH2:14][C:13]=3[CH:12]=[C:11]([C:30]3[CH:35]=[CH:34][CH:33]=[CH:32][CH:31]=3)[CH:10]=2)=[CH:5][CH:4]=1.[CH3:36][NH2:37]. (8) Given the product [Cl:17][C:18]1[C:23]([CH:24]=[O:25])=[C:22]([NH:7][C:4]2[CH:3]=[C:2]([CH3:1])[NH:6][N:5]=2)[N:21]=[C:20]([S:27][CH3:28])[N:19]=1, predict the reactants needed to synthesize it. The reactants are: [CH3:1][C:2]1[NH:6][N:5]=[C:4]([NH2:7])[CH:3]=1.CCN(C(C)C)C(C)C.[Cl:17][C:18]1[C:23]([CH:24]=[O:25])=[C:22](Cl)[N:21]=[C:20]([S:27][CH3:28])[N:19]=1.O. (9) Given the product [CH:21]1([C@H:16]([NH:15][C:13]([C:4]2[C:3]([NH:2][C:28]([NH:27][C:30]3[C:31]([CH3:41])=[CH:32][C:33]([O:37][CH2:38][CH2:39][CH3:40])=[CH:34][C:35]=3[CH3:36])=[O:29])=[CH:12][C:11]3[C:6](=[CH:7][CH:8]=[CH:9][CH:10]=3)[CH:5]=2)=[O:14])[C:17]([O:19][CH3:20])=[O:18])[CH2:26][CH2:25][CH2:24][CH2:23][CH2:22]1, predict the reactants needed to synthesize it. The reactants are: Cl.[NH2:2][C:3]1[C:4]([C:13]([NH:15][C@@H:16]([CH:21]2[CH2:26][CH2:25][CH2:24][CH2:23][CH2:22]2)[C:17]([O:19][CH3:20])=[O:18])=[O:14])=[CH:5][C:6]2[C:11]([CH:12]=1)=[CH:10][CH:9]=[CH:8][CH:7]=2.[N:27]([C:30]1[C:35]([CH3:36])=[CH:34][C:33]([O:37][CH2:38][CH2:39][CH3:40])=[CH:32][C:31]=1[CH3:41])=[C:28]=[O:29].CCCCCC.C(OCC)(=O)C.